Dataset: Full USPTO retrosynthesis dataset with 1.9M reactions from patents (1976-2016). Task: Predict the reactants needed to synthesize the given product. Given the product [CH2:30]([N:3]([CH2:1][CH3:2])[C:4](=[O:29])[CH:5]([N:12]1[CH2:13][CH2:14][N:15]([C:18]2[CH:23]=[CH:22][C:21]([C:24]3[O:25][C:32]([CH3:33])=[N:27][N:26]=3)=[CH:20][C:19]=2[F:28])[CH2:16][CH2:17]1)[C:6]1[CH:11]=[CH:10][CH:9]=[CH:8][CH:7]=1)[CH3:31], predict the reactants needed to synthesize it. The reactants are: [CH2:1]([N:3]([CH2:30][CH3:31])[C:4](=[O:29])[CH:5]([N:12]1[CH2:17][CH2:16][N:15]([C:18]2[CH:23]=[CH:22][C:21]([C:24]([NH:26][NH2:27])=[O:25])=[CH:20][C:19]=2[F:28])[CH2:14][CH2:13]1)[C:6]1[CH:11]=[CH:10][CH:9]=[CH:8][CH:7]=1)[CH3:2].[CH3:32][CH2:33]N(CC)CC.C(Cl)(=O)C.CC[N+](S(N=C(OC)[O-])(=O)=O)(CC)CC.